Dataset: Forward reaction prediction with 1.9M reactions from USPTO patents (1976-2016). Task: Predict the product of the given reaction. (1) Given the reactants [CH3:1][C:2]1[CH2:3][C:4]2[CH:5]=[C:6]3[C:10](=[CH:11][C:12]=2[CH:13]=1)[CH2:9][CH2:8][CH2:7]3.[Li]CCCC.CCCCCC.[Si:25]([CH3:29])([CH3:28])(Cl)[Cl:26], predict the reaction product. The product is: [Cl:26][Si:25]([CH3:29])([CH3:28])[CH:3]1[C:4]2[C:12](=[CH:11][C:10]3[CH2:9][CH2:8][CH2:7][C:6]=3[CH:5]=2)[CH:13]=[C:2]1[CH3:1]. (2) Given the reactants [CH2:1]([O:5][C:6]1[CH:15]=[CH:14][C:9]([C:10]([O:12]C)=[O:11])=[CH:8][C:7]=1[N+:16]([O-:18])=[O:17])[CH:2]([CH3:4])[CH3:3].[OH-].[Na+], predict the reaction product. The product is: [CH2:1]([O:5][C:6]1[CH:15]=[CH:14][C:9]([C:10]([OH:12])=[O:11])=[CH:8][C:7]=1[N+:16]([O-:18])=[O:17])[CH:2]([CH3:4])[CH3:3]. (3) Given the reactants [CH2:1]([N:5]1[C:9](=[O:10])[C:8](Cl)=[C:7]([C:12]2[CH:17]=[CH:16][CH:15]=[CH:14][CH:13]=2)[S:6]1(=[O:19])=[O:18])[CH2:2][CH2:3][CH3:4].[N:20]1([CH2:26][CH2:27][CH2:28][NH2:29])[CH2:25][CH2:24][O:23][CH2:22][CH2:21]1, predict the reaction product. The product is: [CH2:1]([N:5]1[C:9](=[O:10])[C:8]([NH:29][CH2:28][CH2:27][CH2:26][N:20]2[CH2:25][CH2:24][O:23][CH2:22][CH2:21]2)=[C:7]([C:12]2[CH:17]=[CH:16][CH:15]=[CH:14][CH:13]=2)[S:6]1(=[O:19])=[O:18])[CH2:2][CH2:3][CH3:4]. (4) Given the reactants [NH2:1][C:2]1([C:15]([NH2:17])=[O:16])[CH2:7][CH2:6][N:5]([CH2:8][C:9]2[CH:14]=[CH:13][CH:12]=[CH:11][CH:10]=2)[CH2:4][CH2:3]1.[CH2:18](OC(OCC)OCC)C, predict the reaction product. The product is: [CH2:8]([N:5]1[CH2:4][CH2:3][C:2]2([NH:1][CH:18]=[N:17][C:15]2=[O:16])[CH2:7][CH2:6]1)[C:9]1[CH:10]=[CH:11][CH:12]=[CH:13][CH:14]=1. (5) Given the reactants [CH3:1][O:2][C:3]([C:5]1[N:6]([NH2:11])[CH:7]=[C:8]([Br:10])[CH:9]=1)=[O:4].[F:12][C:13]([F:23])([F:22])[C:14]1[CH:21]=[CH:20][C:17]([CH:18]=O)=[CH:16][CH:15]=1, predict the reaction product. The product is: [CH3:1][O:2][C:3]([C:5]1[N:6]([N:11]=[CH:18][C:17]2[CH:16]=[CH:15][C:14]([C:13]([F:12])([F:22])[F:23])=[CH:21][CH:20]=2)[CH:7]=[C:8]([Br:10])[CH:9]=1)=[O:4]. (6) Given the reactants [CH2:1]([S:10][CH2:11][C@@H:12]([C:14]([NH:16]C(OC(C)(C)C)=O)=[O:15])[NH2:13])[C:2]([C:4]1[CH:9]=[CH:8][CH:7]=[CH:6][CH:5]=1)=[O:3].C(O)(C(F)(F)F)=O.C(Cl)[Cl:32], predict the reaction product. The product is: [ClH:32].[CH2:1]([S:10][CH2:11][C@@H:12]([C:14]([NH2:16])=[O:15])[NH2:13])[C:2]([C:4]1[CH:9]=[CH:8][CH:7]=[CH:6][CH:5]=1)=[O:3]. (7) Given the reactants [F:1][C:2]1[CH:24]=[CH:23][C:5]([C:6]([C:8]2[CH:9]=[CH:10][C:11](=[O:22])[N:12]([C:16]3[CH:21]=[CH:20][CH:19]=[CH:18][CH:17]=3)[C:13]=2SC)=[O:7])=[CH:4][C:3]=1[O:25][CH3:26].[CH:27]1([CH2:30][NH2:31])[CH2:29][CH2:28]1.C(N(CC)CC)C, predict the reaction product. The product is: [CH:27]1([CH2:30][NH:31][C:13]2[N:12]([C:16]3[CH:21]=[CH:20][CH:19]=[CH:18][CH:17]=3)[C:11](=[O:22])[CH:10]=[CH:9][C:8]=2[C:6](=[O:7])[C:5]2[CH:23]=[CH:24][C:2]([F:1])=[C:3]([O:25][CH3:26])[CH:4]=2)[CH2:29][CH2:28]1. (8) Given the reactants [OH:1][C:2]1[CH:3]=[C:4]([CH:10]=[C:11]([CH3:13])[N:12]=1)[C:5]([O:7][CH2:8][CH3:9])=[O:6].FC(F)(F)S(O[CH2:20][C:21]([F:24])([F:23])[F:22])(=O)=O, predict the reaction product. The product is: [CH3:13][C:11]1[CH:10]=[C:4]([CH:3]=[C:2]([O:1][CH2:20][C:21]([F:24])([F:23])[F:22])[N:12]=1)[C:5]([O:7][CH2:8][CH3:9])=[O:6]. (9) Given the reactants [NH2:1][C:2]1[CH:3]=[C:4]([C:9]2[CH:15]=[CH:14][C:12]([NH2:13])=[C:11]([NH2:16])[CH:10]=2)[CH:5]=[CH:6][C:7]=1[NH2:8].O.C1(C)C=CC(S(O)(=O)=O)=CC=1, predict the reaction product. The product is: [C:2](=[NH:1])([CH3:3])[CH3:7].[C:2](=[NH:1])([CH3:3])[CH3:7].[C:2](=[NH:1])([CH3:3])[CH3:7].[C:2](=[NH:1])([CH3:3])[CH3:7].[NH2:1][C:2]1[CH:3]=[C:4]([C:9]2[CH:15]=[CH:14][C:12]([NH2:13])=[C:11]([NH2:16])[CH:10]=2)[CH:5]=[CH:6][C:7]=1[NH2:8]. (10) Given the reactants [C:1]([N:4]1[CH2:9][CH2:8][NH:7][CH2:6][CH2:5]1)(=[O:3])[CH3:2].Br[C:11]1[CH:20]=[CH:19][C:14]([C:15]([O:17][CH3:18])=[O:16])=[CH:13][CH:12]=1.P([O-])([O-])([O-])=O.[K+].[K+].[K+].C1(P(C2CCCCC2)C2C=CC=CC=2C2C(OC)=CC=CC=2OC)CCCCC1, predict the reaction product. The product is: [C:1]([N:4]1[CH2:9][CH2:8][N:7]([C:11]2[CH:20]=[CH:19][C:14]([C:15]([O:17][CH3:18])=[O:16])=[CH:13][CH:12]=2)[CH2:6][CH2:5]1)(=[O:3])[CH3:2].